This data is from Forward reaction prediction with 1.9M reactions from USPTO patents (1976-2016). The task is: Predict the product of the given reaction. (1) Given the reactants [C:1]([O:5][C:6](=[O:21])[NH:7][C:8]1[CH:13]=[C:12]([N:14]2[CH2:18][CH2:17][CH2:16][CH2:15]2)[C:11]([F:19])=[CH:10][C:9]=1[NH2:20])([CH3:4])([CH3:3])[CH3:2].C([O:26][C:27](=O)[CH2:28][C:29]([C:31]1[CH:36]=[CH:35][CH:34]=[C:33]([C:37]2[O:41][N:40]=[C:39]([CH3:42])[CH:38]=2)[CH:32]=1)=[O:30])(C)(C)C, predict the reaction product. The product is: [C:1]([O:5][C:6](=[O:21])[NH:7][C:8]1[CH:13]=[C:12]([N:14]2[CH2:18][CH2:17][CH2:16][CH2:15]2)[C:11]([F:19])=[CH:10][C:9]=1[NH:20][C:27](=[O:26])[CH2:28][C:29]([C:31]1[CH:36]=[CH:35][CH:34]=[C:33]([C:37]2[O:41][N:40]=[C:39]([CH3:42])[CH:38]=2)[CH:32]=1)=[O:30])([CH3:4])([CH3:2])[CH3:3]. (2) Given the reactants [F:1][C:2]1[CH:7]=[CH:6][C:5]([CH2:8][CH2:9][CH2:10][CH2:11][C:12]([OH:14])=O)=[CH:4][CH:3]=1.[NH2:15][C@@H:16]1[C@H:20]2[O:21][CH2:22][C@H:23]([NH:24][C:25]([CH:27]3[CH2:29][CH2:28]3)=[O:26])[C@H:19]2[O:18][CH2:17]1, predict the reaction product. The product is: [F:1][C:2]1[CH:3]=[CH:4][C:5]([CH2:8][CH2:9][CH2:10][CH2:11][C:12]([NH:15][C@@H:16]2[C@H:20]3[O:21][CH2:22][C@H:23]([NH:24][C:25]([CH:27]4[CH2:28][CH2:29]4)=[O:26])[C@H:19]3[O:18][CH2:17]2)=[O:14])=[CH:6][CH:7]=1. (3) The product is: [CH3:1][O:2][C:3](=[O:24])[CH2:4][C:5]1[CH:10]=[CH:9][CH:8]=[C:7]([O:11][C:12]2[CH:17]=[CH:16][C:15]([C:18]([F:20])([F:19])[F:21])=[CH:14][C:13]=2[CH2:22][NH:34][C@H:27]2[C:28]3[C:33](=[CH:32][CH:31]=[CH:30][CH:29]=3)[CH2:25][C@H:26]2[OH:35])[CH:6]=1. Given the reactants [CH3:1][O:2][C:3](=[O:24])[CH2:4][C:5]1[CH:10]=[CH:9][CH:8]=[C:7]([O:11][C:12]2[CH:17]=[CH:16][C:15]([C:18]([F:21])([F:20])[F:19])=[CH:14][C:13]=2[CH:22]=O)[CH:6]=1.[CH2:25]1[C:33]2[C:28](=[CH:29][CH:30]=[CH:31][CH:32]=2)[C@H:27]([NH2:34])[C@@H:26]1[OH:35], predict the reaction product. (4) Given the reactants C1(P(C2C=CC=CC=2)(C2C=CC=CC=2)(OCC)OCC)C=CC=CC=1.O[CH2:27][CH2:28][C:29]1([SH:40])[CH2:32][N:31]([C:33]([O:35][C:36]([CH3:39])([CH3:38])[CH3:37])=[O:34])[CH2:30]1.CCOC(C)=O, predict the reaction product. The product is: [S:40]1[C:29]2([CH2:32][N:31]([C:33]([O:35][C:36]([CH3:39])([CH3:38])[CH3:37])=[O:34])[CH2:30]2)[CH2:28][CH2:27]1.